From a dataset of Reaction yield outcomes from USPTO patents with 853,638 reactions. Predict the reaction yield, written as a fraction of the theoretical maximum amount of product (1.0 means a 100% yield; for example, 0.34 means a 34% yield). The reactants are C([O-])([O-])=O.[K+].[K+].CS(O[CH:12]1[CH2:17][CH2:16][O:15][CH2:14][CH:13]1[C:18]1[CH:23]=[CH:22][C:21]([Cl:24])=[CH:20][CH:19]=1)(=O)=O.[F:25][C:26]([F:35])([F:34])[C:27]1[CH:28]=[C:29]([SH:33])[CH:30]=[CH:31][CH:32]=1. The catalyst is CN(C=O)C. The product is [Cl:24][C:21]1[CH:20]=[CH:19][C:18]([CH:13]2[CH:12]([S:33][C:29]3[CH:30]=[CH:31][CH:32]=[C:27]([C:26]([F:25])([F:34])[F:35])[CH:28]=3)[CH2:17][CH2:16][O:15][CH2:14]2)=[CH:23][CH:22]=1. The yield is 0.650.